Dataset: Aqueous solubility values for 9,982 compounds from the AqSolDB database. Task: Regression/Classification. Given a drug SMILES string, predict its absorption, distribution, metabolism, or excretion properties. Task type varies by dataset: regression for continuous measurements (e.g., permeability, clearance, half-life) or binary classification for categorical outcomes (e.g., BBB penetration, CYP inhibition). For this dataset (solubility_aqsoldb), we predict Y. (1) The compound is NC1=NC(N)C(=O)C(=O)N1. The Y is -1.70 log mol/L. (2) The compound is COc1ccc2cc(C(C)C(=O)OCCOC(=O)CN3CCOCC3)ccc2c1. The Y is -4.30 log mol/L.